From a dataset of Full USPTO retrosynthesis dataset with 1.9M reactions from patents (1976-2016). Predict the reactants needed to synthesize the given product. (1) Given the product [F:19][C:13]1[CH:14]=[C:15]([F:18])[CH:16]=[CH:17][C:12]=1[C:7]1[C:6]([CH2:4][OH:3])=[C:10]([CH3:11])[O:9][N:8]=1, predict the reactants needed to synthesize it. The reactants are: C([O:3][C:4]([C:6]1[C:7]([C:12]2[CH:17]=[CH:16][C:15]([F:18])=[CH:14][C:13]=2[F:19])=[N:8][O:9][C:10]=1[CH3:11])=O)C.C(OC(C1C(C2C=CC=CC=2F)=NOC=1C)=O)C. (2) Given the product [CH:1]([C:4]1[N:5]([CH2:15][CH2:16][C:17]2[CH:22]=[CH:21][CH:20]=[CH:19][CH:18]=2)[C:6]([CH:56]=[O:57])=[N:7][C:8]=1[C:9]1[CH:14]=[CH:13][CH:12]=[CH:11][CH:10]=1)([CH3:3])[CH3:2], predict the reactants needed to synthesize it. The reactants are: [CH:1]([C:4]1[N:5]([CH2:15][CH2:16][C:17]2[CH:22]=[CH:21][CH:20]=[CH:19][CH:18]=2)[CH:6]=[N:7][C:8]=1[C:9]1[CH:14]=[CH:13][CH:12]=[CH:11][CH:10]=1)([CH3:3])[CH3:2].C(C1N=CN(CCC2C=CC=CC=2)C=1C1C=CC=CC=1)(C)C.[Li+].CC([N-]C(C)C)C.CN([CH:56]=[O:57])C. (3) Given the product [CH:1]1([C:4]2[N:9]=[C:8]([S:10]([CH3:13])(=[O:11])=[O:12])[N:7]=[C:6]([C:14]([O:16][CH3:17])=[O:15])[CH:5]=2)[CH2:2][CH2:3]1, predict the reactants needed to synthesize it. The reactants are: [CH:1]1([C:4]2[N:9]=[C:8]([S:10]([CH3:13])(=[O:12])=[O:11])[N:7]=[C:6]([C:14]([OH:16])=[O:15])[CH:5]=2)[CH2:3][CH2:2]1.[CH3:17][Si](C=[N+]=[N-])(C)C.C(O)(=O)C. (4) Given the product [CH3:4][C:3]1[N:5]=[C:6]([C:7]([NH:10][C:11](=[O:17])[O:12][C:13]([CH3:16])([CH3:15])[CH3:14])([CH3:9])[CH3:8])[S:18][N:2]=1, predict the reactants needed to synthesize it. The reactants are: C[N:2](C)[C:3](=[N:5][C:6](=[S:18])[C:7]([NH:10][C:11](=[O:17])[O:12][C:13]([CH3:16])([CH3:15])[CH3:14])([CH3:9])[CH3:8])[CH3:4].NOS(O)(=O)=O.N1C=CC=CC=1.CO.